Dataset: Reaction yield outcomes from USPTO patents with 853,638 reactions. Task: Predict the reaction yield, written as a fraction of the theoretical maximum amount of product (1.0 means a 100% yield; for example, 0.34 means a 34% yield). (1) The reactants are [NH2:1][C@@H:2]1[C@@H:6]([NH2:7])[CH2:5][N:4]([C:8]([O:10][CH2:11][C:12]2[CH:17]=[CH:16][CH:15]=[CH:14][CH:13]=2)=[O:9])[CH2:3]1.C(N(CC)CC)C.[C:25](O[C:25]([O:27][C:28]([CH3:31])([CH3:30])[CH3:29])=[O:26])([O:27][C:28]([CH3:31])([CH3:30])[CH3:29])=[O:26]. The catalyst is O1CCCC1.C(OCC)(=O)C. The product is [NH2:1][C@@H:2]1[C@@H:6]([NH:7][C:25]([O:27][C:28]([CH3:31])([CH3:30])[CH3:29])=[O:26])[CH2:5][N:4]([C:8]([O:10][CH2:11][C:12]2[CH:17]=[CH:16][CH:15]=[CH:14][CH:13]=2)=[O:9])[CH2:3]1. The yield is 0.480. (2) The reactants are [O:1]1[C:5](=[O:6])[CH2:4][C@H:3]2[CH:7]=[CH:8][CH2:9][C@@H:2]12.[CH2:10]=O.S(=O)(=O)(O)O.[C:17]([O-:20])(=[O:19])[CH3:18].[Na+].[C:22]([OH:25])(=[O:24])[CH3:23]. No catalyst specified. The product is [C:17]([O:20][CH:8]1[CH2:9][CH:2]2[O:1][C:5](=[O:6])[CH2:4][CH:3]2[CH:7]1[CH2:10][O:24][C:22](=[O:25])[CH3:23])(=[O:19])[CH3:18]. The yield is 0.390. (3) The reactants are Br[C:2]1[N:3]=[C:4]([C:20]2[CH:25]=[CH:24][N:23]=[C:22]([NH:26][C:27](=[O:29])[CH3:28])[CH:21]=2)[S:5][C:6]=1[C:7]1[N:8]([CH2:12][O:13][CH2:14][CH2:15][Si:16]([CH3:19])([CH3:18])[CH3:17])[CH:9]=[CH:10][N:11]=1.[CH2:30](N(CC)CC)[CH3:31].C([Sn](CCCC)(CCCC)C=C)CCC. The catalyst is C1C=CC([P]([Pd]([P](C2C=CC=CC=2)(C2C=CC=CC=2)C2C=CC=CC=2)([P](C2C=CC=CC=2)(C2C=CC=CC=2)C2C=CC=CC=2)[P](C2C=CC=CC=2)(C2C=CC=CC=2)C2C=CC=CC=2)(C2C=CC=CC=2)C2C=CC=CC=2)=CC=1.C1COCC1. The product is [CH3:17][Si:16]([CH3:19])([CH3:18])[CH2:15][CH2:14][O:13][CH2:12][N:8]1[CH:9]=[CH:10][N:11]=[C:7]1[C:6]1[S:5][C:4]([C:20]2[CH:25]=[CH:24][N:23]=[C:22]([NH:26][C:27](=[O:29])[CH3:28])[CH:21]=2)=[N:3][C:2]=1[CH:30]=[CH2:31]. The yield is 0.720. (4) The reactants are [CH2:1]1[CH2:6][C@H:5]([C:7]([OH:9])=[O:8])[CH2:4][CH2:3][C@H:2]1[CH2:10][NH2:11].[CH3:12][C:13]([CH3:30])([CH3:29])[C:14]([O:16][CH2:17][O:18][C:19](ON1C(=O)CCC1=O)=[O:20])=[O:15]. The catalyst is CC(OC)(C)C.CC(C)=O.O. The product is [CH3:12][C:13]([CH3:30])([CH3:29])[C:14]([O:16][CH2:17][O:18][C:19]([CH:10]([NH2:11])[C@H:2]1[CH2:3][CH2:4][C@H:5]([C:7]([OH:9])=[O:8])[CH2:6][CH2:1]1)=[O:20])=[O:15]. The yield is 0.760. (5) The reactants are [Cl:1][C:2]1[CH:3]=[N:4][CH:5]=[C:6]([Cl:9])[C:7]=1Cl.[NH:10]1[CH2:18][CH2:17][CH:13]([C:14]([NH2:16])=O)[CH2:12][CH2:11]1.C(N(CC)CC)C. The catalyst is CN1C(=O)CCC1. The product is [Cl:9][C:6]1[CH:5]=[N:4][CH:3]=[C:2]([Cl:1])[C:7]=1[N:10]1[CH2:18][CH2:17][CH:13]([C:14]#[N:16])[CH2:12][CH2:11]1. The yield is 0.330. (6) The reactants are C(OC([N:8]1[CH2:13][CH:12]2[CH2:14][CH:9]1[CH2:10][N:11]2[C:15]1[C:23]2[C:18](=[CH:19][CH:20]=[CH:21][CH:22]=2)[N:17]([C:24]2[CH:29]=[CH:28][N:27]=[C:26]([NH:30][CH:31]([C:33]3[CH:38]=[CH:37][CH:36]=[CH:35][CH:34]=3)[CH3:32])[CH:25]=2)[N:16]=1)=O)(C)(C)C.Cl. The catalyst is O1CCOCC1.CO. The product is [NH3:8].[C@H:12]12[CH2:14][C@H:9]([NH:8][CH2:13]1)[CH2:10][N:11]2[C:15]1[C:23]2[C:18](=[CH:19][CH:20]=[CH:21][CH:22]=2)[N:17]([C:24]2[CH:29]=[CH:28][N:27]=[C:26]([NH:30][C@H:31]([C:33]3[CH:38]=[CH:37][CH:36]=[CH:35][CH:34]=3)[CH3:32])[CH:25]=2)[N:16]=1. The yield is 0.0500. (7) The reactants are [F:1][C:2]1[CH:7]=[C:6]([N+:8]([O-])=O)[CH:5]=[CH:4][C:3]=1[N:11]1[CH:15]=[C:14]([CH3:16])[N:13]=[CH:12]1.C([O-])=O.[NH4+]. The catalyst is CO.O1CCCC1.[Pd]. The product is [F:1][C:2]1[CH:7]=[C:6]([NH2:8])[CH:5]=[CH:4][C:3]=1[N:11]1[CH:15]=[C:14]([CH3:16])[N:13]=[CH:12]1. The yield is 0.970.